Dataset: Full USPTO retrosynthesis dataset with 1.9M reactions from patents (1976-2016). Task: Predict the reactants needed to synthesize the given product. (1) Given the product [NH2:1][C:2]1[N:7]=[C:6]([S:8]([CH3:9])=[O:25])[C:5]([C:10]#[N:11])=[C:4]([C:12]2[S:13][CH:14]=[CH:15][CH:16]=2)[N:3]=1, predict the reactants needed to synthesize it. The reactants are: [NH2:1][C:2]1[N:7]=[C:6]([S:8][CH3:9])[C:5]([C:10]#[N:11])=[C:4]([C:12]2[S:13][CH:14]=[CH:15][CH:16]=2)[N:3]=1.C1(C2[O:25]N2S(C2C=CC=CC=2)(=O)=O)C=CC=CC=1. (2) Given the product [CH3:3][O:4][C:5]1[CH:21]=[C:20]([O:22][CH3:23])[CH:19]=[CH:18][C:6]=1[CH2:7][N:8]1[C:12](=[O:13])[CH2:11][C@@H:10]([C:14]([OH:16])=[O:15])[CH2:9]1, predict the reactants needed to synthesize it. The reactants are: [Li+].[OH-].[CH3:3][O:4][C:5]1[CH:21]=[C:20]([O:22][CH3:23])[CH:19]=[CH:18][C:6]=1[CH2:7][N:8]1[C:12](=[O:13])[CH2:11][C@@H:10]([C:14]([O:16]C)=[O:15])[CH2:9]1.